Predict the product of the given reaction. From a dataset of Forward reaction prediction with 1.9M reactions from USPTO patents (1976-2016). (1) Given the reactants [CH3:1][C:2]1[N:3]([S:12]([N:15]2[CH2:20][CH2:19][CH2:18][CH2:17][CH2:16]2)(=[O:14])=[O:13])[CH:4]=[CH:5][C:6]=1[C:7]([O:9][CH2:10][CH3:11])=[O:8].C1C(=O)N([Br:28])C(=O)C1, predict the reaction product. The product is: [Br:28][C:4]1[N:3]([S:12]([N:15]2[CH2:20][CH2:19][CH2:18][CH2:17][CH2:16]2)(=[O:14])=[O:13])[C:2]([CH3:1])=[C:6]([C:7]([O:9][CH2:10][CH3:11])=[O:8])[CH:5]=1. (2) Given the reactants [Si:1]([O:8][CH2:9][C@@H:10]([NH:20][C:21]1[C:30]2[C:25](=[CH:26][CH:27]=[CH:28][CH:29]=2)[N:24]=[CH:23][C:22]=1[N+:31]([O-])=O)[CH2:11][NH:12][C:13](=[O:19])[O:14][C:15]([CH3:18])([CH3:17])[CH3:16])([C:4]([CH3:7])([CH3:6])[CH3:5])([CH3:3])[CH3:2], predict the reaction product. The product is: [NH2:31][C:22]1[CH:23]=[N:24][C:25]2[C:30]([C:21]=1[NH:20][C@H:10]([CH2:9][O:8][Si:1]([C:4]([CH3:7])([CH3:6])[CH3:5])([CH3:2])[CH3:3])[CH2:11][NH:12][C:13](=[O:19])[O:14][C:15]([CH3:18])([CH3:17])[CH3:16])=[CH:29][CH:28]=[CH:27][CH:26]=2. (3) Given the reactants [Br:1][C:2]1[C:10]2[C:6](=[N:7][S:8][N:9]=2)[C:5]([CH2:11][OH:12])=[CH:4][CH:3]=1, predict the reaction product. The product is: [Br:1][C:2]1[C:10]2[C:6](=[N:7][S:8][N:9]=2)[C:5]([CH:11]=[O:12])=[CH:4][CH:3]=1. (4) Given the reactants [CH2:1]([O:4][C:5]1[C:16]([O:17][CH3:18])=[C:15]([N+:19]([O-])=O)[CH:14]=[CH:13][C:6]=1[C:7]([O:9][CH2:10][CH:11]=[CH2:12])=[O:8])[CH:2]=[CH2:3].Cl[Sn]Cl, predict the reaction product. The product is: [CH2:1]([O:4][C:5]1[C:16]([O:17][CH3:18])=[C:15]([NH2:19])[CH:14]=[CH:13][C:6]=1[C:7]([O:9][CH2:10][CH:11]=[CH2:12])=[O:8])[CH:2]=[CH2:3]. (5) Given the reactants [Li+].CC([N-]C(C)C)C.[F:9][C:10]1[C:11]([C:16]#[N:17])=[N:12][CH:13]=[CH:14][CH:15]=1.[I:18]I, predict the reaction product. The product is: [F:9][C:10]1[C:11]([C:16]#[N:17])=[N:12][CH:13]=[CH:14][C:15]=1[I:18]. (6) Given the reactants Cl[C:2]1[C:11]2[C:6](=[CH:7][CH:8]=[CH:9][C:10]=2[O:12][CH3:13])[CH:5]=[C:4]([C:14]#[N:15])[N:3]=1.[NH2:16][C@H:17]1[CH2:21][CH2:20][N:19]([C:22]([O:24][C:25]([CH3:28])([CH3:27])[CH3:26])=[O:23])[CH2:18]1.CCN(CC)CC, predict the reaction product. The product is: [C:14]([C:4]1[N:3]=[C:2]([NH:16][C@H:17]2[CH2:21][CH2:20][N:19]([C:22]([O:24][C:25]([CH3:28])([CH3:27])[CH3:26])=[O:23])[CH2:18]2)[C:11]2[C:6]([CH:5]=1)=[CH:7][CH:8]=[CH:9][C:10]=2[O:12][CH3:13])#[N:15]. (7) Given the reactants [F:1][C:2]([F:8])([F:7])[CH2:3][C:4](O)=[O:5].CN(C(ON1N=NC2C=CC=NC1=2)=[N+](C)C)C.F[P-](F)(F)(F)(F)F.[F:33][C:34]([F:39])([F:38])[C:35]([O-:37])=[O:36].[C:40]([C:43]1[C:44]([NH:57][C:58]2[CH:63]=[CH:62][C:61]([F:64])=[CH:60][CH:59]=2)=[N:45][N:46]([C:48]2([CH2:54][C:55]#[N:56])[CH2:53][CH2:52][NH2+:51][CH2:50][CH2:49]2)[CH:47]=1)(=[O:42])[NH2:41].CCN(C(C)C)C(C)C, predict the reaction product. The product is: [C:35]([OH:37])([C:34]([F:39])([F:38])[F:33])=[O:36].[C:55]([CH2:54][C:48]1([N:46]2[CH:47]=[C:43]([C:40]([NH2:41])=[O:42])[C:44]([NH:57][C:58]3[CH:59]=[CH:60][C:61]([F:64])=[CH:62][CH:63]=3)=[N:45]2)[CH2:53][CH2:52][N:51]([C:4](=[O:5])[CH2:3][C:2]([F:8])([F:7])[F:1])[CH2:50][CH2:49]1)#[N:56].